This data is from Full USPTO retrosynthesis dataset with 1.9M reactions from patents (1976-2016). The task is: Predict the reactants needed to synthesize the given product. (1) Given the product [Cl:15][C:10]1[CH:9]=[C:8]([CH3:11])[N:7]=[C:6]2[C:2]([CH3:1])=[N:3][O:4][C:5]=12, predict the reactants needed to synthesize it. The reactants are: [CH3:1][C:2]1[C:6]2=[N+:7]([O-])[C:8]([CH3:11])=[CH:9][CH:10]=[C:5]2[O:4][N:3]=1.O=P(Cl)(Cl)[Cl:15].C([O-])(O)=O.[Na+]. (2) Given the product [CH3:1][C:2]12[C:14]3[C:10](=[CH:9][C:8]([NH:15][C:16]4[N:21]=[CH:20][C:19]([C:22]([OH:24])=[O:23])=[CH:18][N:17]=4)=[CH:7][C:6]=3[CH2:5][CH2:4][CH2:3]1)[CH2:11][CH2:12][CH2:13]2, predict the reactants needed to synthesize it. The reactants are: [CH3:1][C:2]12[C:14]3[C:6](=[CH:7][C:8]([NH:15][C:16]4[N:21]=[CH:20][C:19]([C:22]([O:24]CC)=[O:23])=[CH:18][N:17]=4)=[CH:9][C:10]=3[CH2:11][CH2:12][CH2:13]1)[CH2:5][CH2:4][CH2:3]2.[OH-].[Na+].Cl. (3) Given the product [ClH:19].[F:1][C:2]1([F:18])[CH2:6][CH2:5][CH:4]([NH2:7])[CH2:3]1, predict the reactants needed to synthesize it. The reactants are: [F:1][C:2]1([F:18])[CH2:6][CH2:5][CH:4]([NH:7]C(=O)OCC2C=CC=CC=2)[CH2:3]1.[ClH:19]. (4) Given the product [ClH:34].[F:16][C:13]([F:14])([F:15])[C:10]1[CH:11]=[CH:12][C:7]2[O:6][CH2:5][CH:4]3[CH2:17][NH:18][CH2:19][CH2:20][N:3]3[C:2](=[O:1])[C:8]=2[CH:9]=1, predict the reactants needed to synthesize it. The reactants are: [O:1]=[C:2]1[C:8]2[CH:9]=[C:10]([C:13]([F:16])([F:15])[F:14])[CH:11]=[CH:12][C:7]=2[O:6][CH2:5][CH:4]2[CH2:17][N:18](C(OC(C)(C)C)=O)[CH2:19][CH2:20][N:3]12.C(OCC)(=O)C.[ClH:34]. (5) Given the product [CH3:11][O:10][C:9]1[CH:8]=[CH:7][C:6]([S:12]([NH:15][CH3:16])(=[O:14])=[O:13])=[CH:5][C:4]=1[NH:1][C:2]([NH:17][C:18]1[C:26]2[N:25]=[CH:24][N:23]([CH3:27])[C:22]=2[CH:21]=[CH:20][CH:19]=1)=[S:3], predict the reactants needed to synthesize it. The reactants are: [N:1]([C:4]1[CH:5]=[C:6]([S:12]([NH:15][CH3:16])(=[O:14])=[O:13])[CH:7]=[CH:8][C:9]=1[O:10][CH3:11])=[C:2]=[S:3].[NH2:17][C:18]1[C:26]2[N:25]=[CH:24][N:23]([CH3:27])[C:22]=2[CH:21]=[CH:20][CH:19]=1.COC1C=CN=CC=1NC(NC1C2N=CN(C)C=2C=CC=1)=S. (6) Given the product [CH2:37]([O:39][C:40]1[CH:41]=[C:42]([CH:45]=[CH:46][C:47]=1[OH:48])[CH2:43][N:20]1[CH2:19][CH2:18][CH:17]([NH:16][C:9]2[CH:10]=[C:11]([C:12]([F:15])([F:14])[F:13])[C:6]([C:5]([OH:4])=[O:23])=[CH:7][N:8]=2)[CH2:22][CH2:21]1)[CH3:38], predict the reactants needed to synthesize it. The reactants are: Cl.Cl.C[O:4][C:5](=[O:23])[C:6]1[C:11]([C:12]([F:15])([F:14])[F:13])=[CH:10][C:9]([NH:16][CH:17]2[CH2:22][CH2:21][NH:20][CH2:19][CH2:18]2)=[N:8][CH:7]=1.C(O)(=O)C.C(N(C(C)C)C(C)C)C.[CH2:37]([O:39][C:40]1[CH:41]=[C:42]([CH:45]=[CH:46][C:47]=1[OH:48])[CH:43]=O)[CH3:38].C([BH3-])#N.[Na+].[OH-].[Na+].